Dataset: Full USPTO retrosynthesis dataset with 1.9M reactions from patents (1976-2016). Task: Predict the reactants needed to synthesize the given product. (1) Given the product [C:23]([N:34]1[CH2:35][CH2:36][N:37]([C:40]2[CH:45]=[C:44]([F:46])[C:43]([OH:47])=[CH:42][C:41]=2[F:49])[CH2:38][CH2:39]1)(=[O:33])[CH2:24][CH2:25][CH2:26][CH2:27][CH2:28][CH2:29][CH2:30][CH2:31][CH3:32], predict the reactants needed to synthesize it. The reactants are: COC1C=CC(N2CCN(CCC3C=CC=CC=3)CC2)=CC=1.[C:23]([N:34]1[CH2:39][CH2:38][N:37]([C:40]2[CH:45]=[C:44]([F:46])[C:43]([O:47]C)=[CH:42][C:41]=2[F:49])[CH2:36][CH2:35]1)(=[O:33])[CH2:24][CH2:25][CH2:26][CH2:27][CH2:28][CH2:29][CH2:30][CH2:31][CH3:32]. (2) Given the product [CH3:11][O:10][CH2:9][O:8][C:5]1[CH:6]=[CH:7][C:2]([C:14]#[C:13][C:12]([O:16][CH2:17][CH3:18])=[O:15])=[CH:3][CH:4]=1, predict the reactants needed to synthesize it. The reactants are: I[C:2]1[CH:7]=[CH:6][C:5]([O:8][CH2:9][O:10][CH3:11])=[CH:4][CH:3]=1.[C:12]([O:16][CH2:17][CH3:18])(=[O:15])[C:13]#[CH:14].O. (3) Given the product [CH3:38][O:37][C:34]1[CH:33]=[CH:32][C:31]([CH2:30][N:8]([CH2:7][C:6]2[CH:5]=[CH:4][C:3]([O:2][CH3:1])=[CH:40][CH:39]=2)[C:9]2[N:10]=[CH:11][C:12]([C:15]3[C:16]4[CH2:29][CH2:28][N:27]([C:42]5[CH:47]=[CH:46][CH:45]=[CH:44][C:43]=5[CH3:48])[C:17]=4[N:18]=[C:19]([N:21]4[CH2:26][CH2:25][O:24][CH2:23][CH2:22]4)[N:20]=3)=[CH:13][N:14]=2)=[CH:36][CH:35]=1, predict the reactants needed to synthesize it. The reactants are: [CH3:1][O:2][C:3]1[CH:40]=[CH:39][C:6]([CH2:7][N:8]([CH2:30][C:31]2[CH:36]=[CH:35][C:34]([O:37][CH3:38])=[CH:33][CH:32]=2)[C:9]2[N:14]=[CH:13][C:12]([C:15]3[C:16]4[CH2:29][CH2:28][NH:27][C:17]=4[N:18]=[C:19]([N:21]4[CH2:26][CH2:25][O:24][CH2:23][CH2:22]4)[N:20]=3)=[CH:11][N:10]=2)=[CH:5][CH:4]=1.Br[C:42]1[CH:47]=[CH:46][CH:45]=[CH:44][C:43]=1[CH3:48]. (4) Given the product [Cl:34][C:28]1[CH:29]=[C:30]([F:33])[CH:31]=[CH:32][C:27]=1[C@@H:18]1[N:19]=[C:20]([C:22]2[S:23][CH:24]=[CH:25][N:26]=2)[NH:21][C:16]([CH2:15][N:6]2[CH2:7][C:3]([F:2])([F:13])[CH2:4][C@H:5]2[CH2:8][CH2:9][C:10]([OH:12])=[O:11])=[C:17]1[C:35]([O:37][CH2:38][CH3:39])=[O:36], predict the reactants needed to synthesize it. The reactants are: Cl.[F:2][C:3]1([F:13])[CH2:7][NH:6][C@H:5]([CH2:8][CH2:9][C:10]([OH:12])=[O:11])[CH2:4]1.Br[CH2:15][C:16]1[NH:21][C:20]([C:22]2[S:23][CH:24]=[CH:25][N:26]=2)=[N:19][C@@H:18]([C:27]2[CH:32]=[CH:31][C:30]([F:33])=[CH:29][C:28]=2[Cl:34])[C:17]=1[C:35]([O:37][CH3:38])=[O:36].[C:39](=O)([O-])[O-].[K+].[K+]. (5) Given the product [Cl:1][C:2]1[C:3]([CH2:21][CH2:22][CH2:23][C:24]2([CH3:30])[CH2:28][O:27][C:26](=[O:29])[NH:25]2)=[CH:4][C:5]2[C:6](=[O:20])[C:7]3[C:12]([S:13][C:14]=2[CH:15]=1)=[CH:11][C:10]([C:16]([F:19])([F:17])[F:18])=[CH:9][CH:8]=3, predict the reactants needed to synthesize it. The reactants are: [Cl:1][C:2]1[C:3]([C:21]#[C:22][CH2:23][C:24]2([CH3:30])[CH2:28][O:27][C:26](=[O:29])[NH:25]2)=[CH:4][C:5]2[C:6](=[O:20])[C:7]3[C:12]([S:13][C:14]=2[CH:15]=1)=[CH:11][C:10]([C:16]([F:19])([F:18])[F:17])=[CH:9][CH:8]=3. (6) Given the product [NH2:10][C:11]1[CH:16]=[CH:15][C:14]([C:17]([C:19]2[S:20][CH:21]=[C:22]([C:24]3[CH:29]=[CH:28][CH:27]=[CH:26][CH:25]=3)[N:23]=2)=[O:18])=[CH:13][C:12]=1[C:8](=[O:9])[C:4]1[CH:5]=[CH:6][CH:7]=[C:2]([Cl:1])[CH:3]=1, predict the reactants needed to synthesize it. The reactants are: [Cl:1][C:2]1[CH:3]=[C:4]([C:8]2[O:9][N:10]=[C:11]3[CH:16]=[CH:15][C:14]([C:17]([C:19]4[S:20][CH:21]=[C:22]([C:24]5[CH:29]=[CH:28][CH:27]=[CH:26][CH:25]=5)[N:23]=4)=[O:18])=[CH:13][C:12]=23)[CH:5]=[CH:6][CH:7]=1.